This data is from Reaction yield outcomes from USPTO patents with 853,638 reactions. The task is: Predict the reaction yield, written as a fraction of the theoretical maximum amount of product (1.0 means a 100% yield; for example, 0.34 means a 34% yield). (1) The reactants are [NH2:1][CH2:2][CH2:3][NH:4][C@@H:5]([C@@H:13]([CH3:16])[CH2:14][CH3:15])[C:6]([O:8][C:9]([CH3:12])([CH3:11])[CH3:10])=[O:7].[N:17]1[CH:22]=[CH:21][CH:20]=[CH:19][C:18]=1[C:23]1[S:24][CH:25]=[C:26]([CH:28]=O)[N:27]=1.[BH4-].[Na+].[C:32](=O)(OC1C=CC([N+]([O-])=O)=CC=1)[O:33]C1C=CC([N+]([O-])=O)=CC=1.C(N(CC)CC)C. The catalyst is C1C=CC=CC=1.C(O)C.ClCCCl. The product is [CH3:16][C@@H:13]([CH2:14][CH3:15])[C@H:5]([N:4]1[CH2:3][CH2:2][N:1]([CH2:28][C:26]2[N:27]=[C:23]([C:18]3[CH:19]=[CH:20][CH:21]=[CH:22][N:17]=3)[S:24][CH:25]=2)[C:32]1=[O:33])[C:6]([O:8][C:9]([CH3:10])([CH3:11])[CH3:12])=[O:7]. The yield is 0.380. (2) The reactants are [C:1]([C:5]1[CH:10]=[CH:9][C:8]([S:11]([CH:14]2[CH2:19][CH2:18][NH:17][CH2:16][CH2:15]2)(=[O:13])=[O:12])=[CH:7][CH:6]=1)([CH3:4])([CH3:3])[CH3:2].Br[C:21]1[CH:26]=[CH:25][CH:24]=[CH:23][C:22]=1[CH3:27]. No catalyst specified. The product is [C:1]([C:5]1[CH:6]=[CH:7][C:8]([S:11]([CH:14]2[CH2:15][CH2:16][N:17]([C:21]3[CH:26]=[CH:25][CH:24]=[CH:23][C:22]=3[CH3:27])[CH2:18][CH2:19]2)(=[O:13])=[O:12])=[CH:9][CH:10]=1)([CH3:4])([CH3:2])[CH3:3]. The yield is 0.440. (3) The reactants are [N:1]1([C:6]2[CH:12]=[CH:11][C:9]([NH2:10])=[CH:8][CH:7]=2)[CH:5]=[N:4][CH:3]=[N:2]1.P(=O)(O)(O)O.[N+]([O-])(O)=O.[N:22]([O-])=O.[Na+].[CH3:26][C:27](=[O:32])[CH2:28][C:29](=[O:31])[CH3:30].C([O-])(=O)C.[K+].C([O-])([O-])=O.[Na+].[Na+]. The catalyst is C(O)C. The product is [N:1]1([C:6]2[CH:12]=[CH:11][C:9]([NH:10][N:22]=[C:28]([C:27](=[O:32])[CH3:26])[C:29](=[O:31])[CH3:30])=[CH:8][CH:7]=2)[CH:5]=[N:4][CH:3]=[N:2]1. The yield is 0.710. (4) The reactants are [CH3:1][C:2]1[O:3][C:4]([CH2:17]O)=[C:5]([C:7]2[CH:16]=[CH:15][C:14]3[CH2:13][CH2:12][CH2:11][CH2:10][C:9]=3[CH:8]=2)[N:6]=1.S(Cl)(Cl)=[O:20].C([O:26][CH2:27][CH2:28][Cl:29])(=O)C.[H-].[Na+]. The catalyst is CN(C)C=O.O. The product is [Cl:29][CH:28]([CH2:17][C:4]1[O:3][C:2]([CH3:1])=[N:6][C:5]=1[C:7]1[CH:16]=[CH:15][C:14]2[CH2:13][CH2:12][CH2:11][CH2:10][C:9]=2[CH:8]=1)[C:27]([OH:20])=[O:26]. The yield is 0.910.